Binary Classification. Given two protein amino acid sequences, predict whether they physically interact or not. From a dataset of Human Reference Interactome with 51,813 positive PPI pairs across 8,248 proteins, plus equal number of experimentally-validated negative pairs. (1) Protein 1 (ENSG00000181904) has sequence MMHPVASSNPAFCGPGKPSCLNEDAMRAADQFDIYSSQQSKYSHTVNHKPMVCQRQDPLNETHLQTTSGRSIEIKDELKKKKNLNRSGKRGRPSGTTKSAGYRTSTGRPLGTTKAAGFKTSPGRPLGTTKAAGYKVSPGRPPGSIKALSRLADLGYGCGTAAFPYPMMHGRAVHGVEETSSEVKPPNE*XPSCLNEDAMRAADQFDIYSSQQSKYSHTVNHKPMVCQRQDPLNETHLQTTSGRSIEIKDELKKKKNLNRSGKKQQAFRCSSDA*MMHPVASSNPAFCGPGKPSCLNEDAM.... Protein 2 (ENSG00000276747) has sequence MVSVEGRAMSFQSIIHLSLDSPVHAVCVLGTEICLDLSGCAPQKCQCFTIHGSGRVLIDVANTVISEKEDATIWWPLSDPTYATVKMTSPSPSVDADKVSVTYYGPNEDAPVGTAVLYLTGIEVSLEVDIYRNGQVEMSSDKQAKKKWIWGPSGWGAILLVNCNPADVGQQLEDKKTKKVIFSEEITNLSQMTLNVQGPSCILKKYRLVLHTSKEESKKARVYWPQKDNSSTFELVLGPDQHAYTLALLGNHLKETFYVEAIAFPSAEFSGLISYSVSLVEESQDPSIPETVLYKDTVVF.... Result: 0 (the proteins do not interact). (2) Protein 1 (ENSG00000172732) has sequence MAAPVRLGRKRPLPACPNPLFVRWLTEWRDEATRSRRRTRFVFQKALRSLRRYPLPLRSGKEAKILQHFGDGLCRMLDERLQRHRTSGGDHAPDSPSGENSPAPQGRLAEVQDSSMPVPAQPKAGGSGSYWPARHSGARVILLVLYREHLNPNGHHFLTKEELLQRCAQKSPRVAPGSARPWPALRSLLHRNLVLRTHQPARYSLTPEGLELAQKLAESEGLSLLNVGIGPKEPPGEETAVPGAASAELASEAGVQQQPLELRPGEYRVLLCVDIGETRGGGHRPELLRELQRLHVTHTV.... Protein 2 (ENSG00000188827) has sequence MKLSVNEAQLGFYLGSLSHLSACPGIDPRSSEDQPESLKTGQMMDESDEDFKELCASFFQRVKKHGIKEVSGERKTQKAASNGTQIRSKLKRTKQTATKTKTLQGPAEKKPPSGSQAPRTKKQRVTKWQASEPAHSVNGEGGVLASAPDPPVLRETAQNTQTGNQQEPSPNLSREKTRENVPNSDSQPPPSCLTTAVPSPSKPRTAQLVLQRMQQFKRADPERLRHASEECSLEAAREENVPKDPQEEMMAGNVYGLGPPAPESDAAVALTLQQEFARVGASAHDDSLEEKGLFFCQICQ.... Result: 1 (the proteins interact).